Task: Predict the reactants needed to synthesize the given product.. Dataset: Full USPTO retrosynthesis dataset with 1.9M reactions from patents (1976-2016) (1) Given the product [C:33]1([CH2:32][O:31][C:29]2[CH:28]=[CH:27][N:26]=[C:25]([O:18][CH2:17][CH2:16][CH2:15][N:11]3[CH2:12][C@H:13]4[C@:9]([C:6]5[CH:5]=[CH:4][C:3]([C:2]([F:19])([F:1])[F:20])=[CH:8][CH:7]=5)([CH2:14]4)[CH2:10]3)[N:30]=2)[CH:34]=[CH:35][CH:36]=[CH:37][CH:38]=1, predict the reactants needed to synthesize it. The reactants are: [F:1][C:2]([F:20])([F:19])[C:3]1[CH:8]=[CH:7][C:6]([C@:9]23[CH2:14][C@H:13]2[CH2:12][N:11]([CH2:15][CH2:16][CH2:17][OH:18])[CH2:10]3)=[CH:5][CH:4]=1.CS([C:25]1[N:30]=[C:29]([O:31][CH2:32][C:33]2[CH:38]=[CH:37][CH:36]=[CH:35][CH:34]=2)[CH:28]=[CH:27][N:26]=1)(=O)=O. (2) Given the product [NH2:26][CH2:25][CH2:24][CH2:23][CH2:22][CH2:21][C:20]([NH:34][C:35]1[CH:40]=[CH:39][CH:38]=[CH:37][CH:36]=1)=[O:19], predict the reactants needed to synthesize it. The reactants are: C([C@@H]1NC2C(=CC=CC=2)NC1=O)C1C=CC=CC=1.[O:19]=[C:20]([NH:34][C:35]1[CH:40]=[CH:39][CH:38]=[CH:37][CH:36]=1)[CH2:21][CH2:22][CH2:23][CH2:24][CH2:25][NH:26]C(=O)OC(C)(C)C. (3) Given the product [CH3:19][S:7][C:6](=[N:8][CH2:9][Si:10]([CH3:11])([CH3:12])[CH3:13])[C:5]1[CH:14]=[CH:15][C:2]([Br:1])=[C:3]([CH3:16])[CH:4]=1, predict the reactants needed to synthesize it. The reactants are: [Br:1][C:2]1[CH:15]=[CH:14][C:5]([C:6]([NH:8][CH2:9][Si:10]([CH3:13])([CH3:12])[CH3:11])=[S:7])=[CH:4][C:3]=1[CH3:16].CI.[C:19]([O-])([O-])=O.[Cs+].[Cs+].O. (4) Given the product [C:1]([O:5][C:6](=[O:26])[CH2:7][C@@H:8]([O:24][CH3:25])[C@H:9]([CH:10]1[CH2:11][CH2:12][CH2:13][CH2:14]1)[NH:15][CH3:16])([CH3:3])([CH3:4])[CH3:2], predict the reactants needed to synthesize it. The reactants are: [C:1]([O:5][C:6](=[O:26])[CH2:7][C@@H:8]([O:24][CH3:25])[C@@H:9]([N:15](CC1C=CC=CC=1)[CH3:16])[CH:10]1[CH2:14][CH2:13][CH2:12][CH2:11]1)([CH3:4])([CH3:3])[CH3:2]. (5) Given the product [CH2:1]([N:8]1[CH2:12][C@H:11]([CH3:13])[C@@H:10]([C:14]([NH:16][CH:20]2[CH2:21][CH2:26]2)=[O:15])[CH2:9]1)[C:2]1[CH:3]=[CH:4][CH:5]=[CH:6][CH:7]=1, predict the reactants needed to synthesize it. The reactants are: [CH2:1]([N:8]1[CH2:12][C@H:11]([CH3:13])[C@@H:10]([C:14]([N:16]2[C@@H:20]([C:21]3[CH:26]=CC=CC=3)COC2=O)=[O:15])[CH2:9]1)[C:2]1[CH:7]=[CH:6][CH:5]=[CH:4][CH:3]=1. (6) Given the product [NH2:22][C:17]1[N:16]=[C:15]([NH:14][CH2:13][C:12]([N:11]([CH:8]2[CH2:9][CH2:10][N:5]([CH2:4][CH:1]3[CH2:3][CH2:2]3)[CH2:6][CH2:7]2)[CH3:33])=[O:32])[C:20]([CH3:21])=[CH:19][N:18]=1, predict the reactants needed to synthesize it. The reactants are: [CH:1]1([CH2:4][N:5]2[CH2:10][CH2:9][CH:8]([N:11]([CH3:33])[C:12](=[O:32])[CH2:13][NH:14][C:15]3[C:20]([CH3:21])=[CH:19][N:18]=[C:17]([NH:22]CC4C=CC(OC)=CC=4)[N:16]=3)[CH2:7][CH2:6]2)[CH2:3][CH2:2]1.FC(F)(F)C(O)=O. (7) Given the product [CH2:1]([O:3][C:4]([C:6]1[N:7]([CH3:13])[C:8]([C:15]#[C:14][C:16]2[CH:22]=[CH:21][C:19]([NH2:20])=[CH:18][CH:17]=2)=[N:9][C:10]=1[CH3:11])=[O:5])[CH3:2], predict the reactants needed to synthesize it. The reactants are: [CH2:1]([O:3][C:4]([C:6]1[N:7]([CH3:13])[C:8](Br)=[N:9][C:10]=1[CH3:11])=[O:5])[CH3:2].[C:14]([C:16]1[CH:22]=[CH:21][C:19]([NH2:20])=[CH:18][CH:17]=1)#[CH:15]. (8) The reactants are: [O:1]1[C:6]2[CH:7]=[CH:8][CH:9]=[C:10]([NH2:11])[C:5]=2[O:4][CH2:3][CH2:2]1.Cl[CH2:13][CH2:14][OH:15].CCN(C(C)C)C(C)C.[C:25](OCC)(=[O:27])[CH3:26]. Given the product [O:1]1[C:6]2[CH:7]=[CH:8][CH:9]=[C:10]([N:11]([CH2:26][CH2:25][OH:27])[CH2:13][CH2:14][OH:15])[C:5]=2[O:4][CH2:3][CH2:2]1, predict the reactants needed to synthesize it.